Dataset: Forward reaction prediction with 1.9M reactions from USPTO patents (1976-2016). Task: Predict the product of the given reaction. Given the reactants [F:1][C:2]1[CH:9]=[CH:8][C:7]([CH2:10][O:11][N:12]=[C:13]2[CH2:18][CH2:17][NH:16][CH2:15][CH2:14]2)=[CH:6][C:3]=1[C:4]#[N:5].Cl[CH:20]([C:28]1[CH:33]=[CH:32][C:31]([F:34])=[CH:30][CH:29]=1)[C:21]1[CH:26]=[CH:25][C:24]([F:27])=[CH:23][CH:22]=1.C([O-])([O-])=O.[K+].[K+], predict the reaction product. The product is: [F:27][C:24]1[CH:23]=[CH:22][C:21]([CH:20]([C:28]2[CH:33]=[CH:32][C:31]([F:34])=[CH:30][CH:29]=2)[N:16]2[CH2:15][CH2:14][C:13](=[N:12][O:11][CH2:10][C:7]3[CH:8]=[CH:9][C:2]([F:1])=[C:3]([CH:6]=3)[C:4]#[N:5])[CH2:18][CH2:17]2)=[CH:26][CH:25]=1.